Dataset: Full USPTO retrosynthesis dataset with 1.9M reactions from patents (1976-2016). Task: Predict the reactants needed to synthesize the given product. (1) Given the product [C:13]([N:5]1[C:6]2[C:11](=[CH:10][C:9]([F:12])=[CH:8][CH:7]=2)[C@H:2]([NH:1][C:20]2[CH:29]=[CH:28][C:23]([C:24]([NH:26][CH3:27])=[O:25])=[CH:22][CH:21]=2)[C@@H:3]([CH3:18])[C@@H:4]1[CH2:16][CH3:17])(=[O:15])[CH3:14], predict the reactants needed to synthesize it. The reactants are: [NH2:1][C@H:2]1[C:11]2[C:6](=[CH:7][CH:8]=[C:9]([F:12])[CH:10]=2)[N:5]([C:13](=[O:15])[CH3:14])[C@@H:4]([CH2:16][CH3:17])[C@@H:3]1[CH3:18].Br[C:20]1[CH:29]=[CH:28][C:23]([C:24]([NH:26][CH3:27])=[O:25])=[CH:22][CH:21]=1.CC(C)([O-])C.[Na+].CN(C1C(C2C(P(C3CCCCC3)C3CCCCC3)=CC=CC=2)=CC=CC=1)C. (2) Given the product [CH2:19]([CH:21]([CH2:24][CH2:25][CH2:26][CH3:27])[CH2:22][O:1][C:2]1[CH:15]=[CH:14][C:13]2[C:12](=[O:16])[C:11]3[C:6](=[CH:7][CH:8]=[C:9]([O:17][CH2:5][CH:4]([CH2:13][CH3:12])[CH2:3][CH2:2][CH2:15][CH3:14])[CH:10]=3)[C:5](=[O:18])[C:4]=2[CH:3]=1)[CH3:20], predict the reactants needed to synthesize it. The reactants are: [OH:1][C:2]1[CH:15]=[CH:14][C:13]2[C:12](=[O:16])[C:11]3[C:6](=[CH:7][CH:8]=[C:9]([OH:17])[CH:10]=3)[C:5](=[O:18])[C:4]=2[CH:3]=1.[CH2:19]([CH:21]([CH2:24][CH2:25][CH2:26][CH3:27])[CH2:22]Br)[CH3:20].C([O-])([O-])=O.[K+].[K+]. (3) Given the product [NH2:1][C:2]1[CH:10]=[C:9]([CH3:11])[C:8]([OH:12])=[CH:7][C:3]=1[C:4]([OH:6])=[O:5], predict the reactants needed to synthesize it. The reactants are: [NH2:1][C:2]1[CH:10]=[C:9]([CH3:11])[C:8]([O:12]C)=[CH:7][C:3]=1[C:4]([OH:6])=[O:5].